Dataset: Catalyst prediction with 721,799 reactions and 888 catalyst types from USPTO. Task: Predict which catalyst facilitates the given reaction. (1) Reactant: C([O:5][C:6](=[O:36])[C:7]([CH3:35])([CH3:34])[CH2:8][NH:9][C:10]([C:12]1[N:13]=[C:14]([C:32]#[N:33])[C:15]2[C:20]([C:21]=1[OH:22])=[CH:19][CH:18]=[C:17]([O:23][C:24]1[C:29]([F:30])=[CH:28][CH:27]=[CH:26][C:25]=1[F:31])[CH:16]=2)=[O:11])(C)(C)C.C(O)(C(F)(F)F)=O. Product: [C:32]([C:14]1[C:15]2[C:20](=[CH:19][CH:18]=[C:17]([O:23][C:24]3[C:29]([F:30])=[CH:28][CH:27]=[CH:26][C:25]=3[F:31])[CH:16]=2)[C:21]([OH:22])=[C:12]([C:10]([NH:9][CH2:8][C:7]([CH3:35])([CH3:34])[C:6]([OH:36])=[O:5])=[O:11])[N:13]=1)#[N:33]. The catalyst class is: 2. (2) Reactant: [CH3:1][O:2][C@H:3]1[O:8][CH2:7][CH2:6][N:5]([C@@H:9]2[C@H:42]([OH:43])[C@H:41]([CH3:44])[O:40][C@@H:11]([O:12][C@@H:13]3[C:30]4[C:17](=[C:18]([OH:35])[C:19]5[C:20](=[O:34])[C:21]6[C:26]([C:27](=[O:32])[C:28]=5[C:29]=4[OH:31])=[C:25]([NH2:33])[CH:24]=[CH:23][CH:22]=6)[CH2:16][C@:15]([C:37](=[O:39])[CH3:38])([OH:36])[CH2:14]3)[CH2:10]2)[CH2:4]1.[F:45][C:46]([F:57])([F:56])[C:47](O[C:47](=[O:48])[C:46]([F:57])([F:56])[F:45])=[O:48].CO. Product: [C:37]([C@@:15]1([OH:36])[CH2:14][C@H:13]([O:12][CH:11]2[O:40][C@@H:41]([CH3:44])[C@@H:42]([OH:43])[C@@H:9]([N:5]3[CH2:6][CH2:7][O:8][C@H:3]([O:2][CH3:1])[CH2:4]3)[CH2:10]2)[C:30]2[C:29]([OH:31])=[C:28]3[C:19]([C:20](=[O:34])[C:21]4[CH:22]=[CH:23][CH:24]=[C:25]([NH:33][C:47](=[O:48])[C:46]([F:57])([F:56])[F:45])[C:26]=4[C:27]3=[O:32])=[C:18]([OH:35])[C:17]=2[CH2:16]1)(=[O:39])[CH3:38]. The catalyst class is: 2. (3) The catalyst class is: 162. Product: [F:3][C:4]1[CH:16]=[C:15]([CH3:17])[CH:14]=[CH:13][C:5]=1[CH:6]([OH:7])[CH:8]1[CH2:10][CH:9]1[C:11]#[N:12]. Reactant: [BH4-].[Na+].[F:3][C:4]1[CH:16]=[C:15]([CH3:17])[CH:14]=[CH:13][C:5]=1[C:6]([CH:8]1[CH2:10][CH:9]1[C:11]#[N:12])=[O:7].[Cl-].[NH4+]. (4) Reactant: [Br:1][C:2]1[CH:3]=[C:4]([CH2:9]O)[CH:5]=[C:6]([I:8])[CH:7]=1.[Cl:11]CCl.S(Cl)(Cl)(=O)=O. Product: [Br:1][C:2]1[CH:7]=[C:6]([I:8])[CH:5]=[C:4]([CH2:9][Cl:11])[CH:3]=1. The catalyst class is: 6. (5) Reactant: [CH3:1][S:2]([C:5]1[CH:6]=[C:7]([S:11]([CH2:14][C@H:15]([NH:19][C@@H:20]([C:25]2[CH:30]=[CH:29][C:28]([F:31])=[CH:27][CH:26]=2)[C:21]([F:24])([F:23])[F:22])[C:16](O)=[O:17])(=[O:13])=[O:12])[CH:8]=[CH:9][CH:10]=1)(=[O:4])=[O:3].CN(C(ON1N=NC2C=CC=NC1=2)=[N+](C)C)C.F[P-](F)(F)(F)(F)F.Cl.[NH2:57][C@@H:58]([CH2:67][CH3:68])[CH:59]([OH:66])[C:60]([NH:62][CH:63]1[CH2:65][CH2:64]1)=[O:61].CCN(C(C)C)C(C)C. Product: [CH:63]1([NH:62][C:60](=[O:61])[CH:59]([OH:66])[C@@H:58]([NH:57][C:16](=[O:17])[C@@H:15]([NH:19][C@@H:20]([C:25]2[CH:26]=[CH:27][C:28]([F:31])=[CH:29][CH:30]=2)[C:21]([F:23])([F:24])[F:22])[CH2:14][S:11]([C:7]2[CH:8]=[CH:9][CH:10]=[C:5]([S:2]([CH3:1])(=[O:3])=[O:4])[CH:6]=2)(=[O:13])=[O:12])[CH2:67][CH3:68])[CH2:64][CH2:65]1. The catalyst class is: 4. (6) Reactant: [N:1]1(C(OC(C)(C)C)=O)[C:5]2=[CH:6][N:7]=[CH:8][CH:9]=[C:4]2[CH:3]=[C:2]1[C:10]([O:12][CH2:13][CH3:14])=[O:11].[CH2:22](Br)[C:23]1[CH:28]=[CH:27][CH:26]=[CH:25][CH:24]=1.C(O)C.[BH4-].[Na+]. Product: [CH2:22]([N:7]1[CH2:8][CH2:9][C:4]2[CH:3]=[C:2]([C:10]([O:12][CH2:13][CH3:14])=[O:11])[NH:1][C:5]=2[CH2:6]1)[C:23]1[CH:28]=[CH:27][CH:26]=[CH:25][CH:24]=1. The catalyst class is: 3. (7) Reactant: [C:1]([C:5]1[CH:13]=[CH:12][C:8]([C:9]([OH:11])=O)=[CH:7][CH:6]=1)([CH3:4])([CH3:3])[CH3:2].N12CCN(CC1)CC2.ClC1N=C(OC)N=C(OC)N=1.[CH2:33]([NH2:40])[C:34]1[CH:39]=[CH:38][CH:37]=[CH:36][CH:35]=1.C(O)(=O)CC(CC(O)=O)(C(O)=O)O. Product: [CH2:33]([NH:40][C:9](=[O:11])[C:8]1[CH:7]=[CH:6][C:5]([C:1]([CH3:2])([CH3:3])[CH3:4])=[CH:13][CH:12]=1)[C:34]1[CH:39]=[CH:38][CH:37]=[CH:36][CH:35]=1. The catalyst class is: 410. (8) Reactant: [CH3:1][C:2]1[CH:7]=[CH:6][C:5]([S:8]([CH2:11][C:12]([CH3:14])=[O:13])(=[O:10])=[O:9])=[CH:4][CH:3]=1.[C:15]1([CH3:23])[CH:20]=[CH:19][C:18]([CH:21]=O)=[CH:17][CH:16]=1.N1CCCCC1.C(O)(=O)C. Product: [CH3:23][C:15]1[CH:20]=[CH:19][C:18]([CH:21]=[C:11]([S:8]([C:5]2[CH:4]=[CH:3][C:2]([CH3:1])=[CH:7][CH:6]=2)(=[O:10])=[O:9])[C:12](=[O:13])[CH3:14])=[CH:17][CH:16]=1. The catalyst class is: 11.